This data is from Catalyst prediction with 721,799 reactions and 888 catalyst types from USPTO. The task is: Predict which catalyst facilitates the given reaction. (1) Product: [CH3:30][O:29][C:25](=[O:28])[CH2:26][CH2:27][N:10]1[C:9]2[CH:18]=[C:5]([C:1]([CH3:2])([CH3:4])[CH3:3])[CH:6]=[CH:7][C:8]=2[O:13][CH:12]([CH:14]([CH3:15])[CH3:16])[C:11]1=[O:17]. The catalyst class is: 9. Reactant: [C:1]([C:5]1[CH:6]=[CH:7][C:8]2[O:13][CH:12]([CH:14]([CH3:16])[CH3:15])[C:11](=[O:17])[NH:10][C:9]=2[CH:18]=1)([CH3:4])([CH3:3])[CH3:2].C(=O)([O-])[O-].[K+].[K+].[C:25]([O:29][CH3:30])(=[O:28])[CH:26]=[CH2:27].C(O)(=O)CC(CC(O)=O)(C(O)=O)O. (2) Reactant: [O:1]1[CH2:4][C:3](=[CH:5][C:6]([O:8][CH2:9][CH3:10])=[O:7])[CH2:2]1.[NH3:11]. Product: [NH2:11][C:3]1([CH2:5][C:6]([O:8][CH2:9][CH3:10])=[O:7])[CH2:4][O:1][CH2:2]1. The catalyst class is: 8. (3) Reactant: [F:1][C:2]1[CH:7]=[CH:6][C:5]([F:8])=[CH:4][C:3]=1[C@H:9]1[CH2:13][CH2:12][CH2:11][N:10]1[C:14]1[CH:19]=[CH:18][N:17]2[N:20]=[CH:21][C:22]([C:23]#[C:24][Si](C)(C)C)=[C:16]2[N:15]=1.CCCC[N+](CCCC)(CCCC)CCCC.[F-]. Product: [F:1][C:2]1[CH:7]=[CH:6][C:5]([F:8])=[CH:4][C:3]=1[C@H:9]1[CH2:13][CH2:12][CH2:11][N:10]1[C:14]1[CH:19]=[CH:18][N:17]2[N:20]=[CH:21][C:22]([C:23]#[CH:24])=[C:16]2[N:15]=1. The catalyst class is: 1. (4) Reactant: O=[C:2]1[CH2:6][CH2:5][CH2:4][CH:3]1[C:7]([O:9][CH2:10][CH3:11])=[O:8].[CH3:12][C:13]([CH3:18])([CH3:17])[CH2:14][CH2:15][NH2:16]. Product: [CH2:10]([O:9][C:7]([C:3]1[CH2:4][CH2:5][CH2:6][C:2]=1[NH:16][CH2:15][CH2:14][C:13]([CH3:18])([CH3:17])[CH3:12])=[O:8])[CH3:11]. The catalyst class is: 8.